This data is from NCI-60 drug combinations with 297,098 pairs across 59 cell lines. The task is: Regression. Given two drug SMILES strings and cell line genomic features, predict the synergy score measuring deviation from expected non-interaction effect. (1) Drug 1: C1=CN(C=N1)CC(O)(P(=O)(O)O)P(=O)(O)O. Drug 2: CC(C)(C#N)C1=CC(=CC(=C1)CN2C=NC=N2)C(C)(C)C#N. Cell line: CAKI-1. Synergy scores: CSS=0.361, Synergy_ZIP=-1.27, Synergy_Bliss=-1.47, Synergy_Loewe=-3.14, Synergy_HSA=-2.91. (2) Drug 2: COC1=C2C(=CC3=C1OC=C3)C=CC(=O)O2. Cell line: TK-10. Synergy scores: CSS=1.28, Synergy_ZIP=-0.765, Synergy_Bliss=-0.103, Synergy_Loewe=-1.51, Synergy_HSA=-1.19. Drug 1: C1=CN(C=N1)CC(O)(P(=O)(O)O)P(=O)(O)O. (3) Drug 1: CN(C)C1=NC(=NC(=N1)N(C)C)N(C)C. Drug 2: CC1=C(N=C(N=C1N)C(CC(=O)N)NCC(C(=O)N)N)C(=O)NC(C(C2=CN=CN2)OC3C(C(C(C(O3)CO)O)O)OC4C(C(C(C(O4)CO)O)OC(=O)N)O)C(=O)NC(C)C(C(C)C(=O)NC(C(C)O)C(=O)NCCC5=NC(=CS5)C6=NC(=CS6)C(=O)NCCC[S+](C)C)O. Cell line: HCT-15. Synergy scores: CSS=3.60, Synergy_ZIP=-2.37, Synergy_Bliss=1.49, Synergy_Loewe=-26.4, Synergy_HSA=-3.53.